From a dataset of NCI-60 drug combinations with 297,098 pairs across 59 cell lines. Regression. Given two drug SMILES strings and cell line genomic features, predict the synergy score measuring deviation from expected non-interaction effect. Drug 1: CN1CCC(CC1)COC2=C(C=C3C(=C2)N=CN=C3NC4=C(C=C(C=C4)Br)F)OC. Drug 2: C1CC(=O)NC(=O)C1N2C(=O)C3=CC=CC=C3C2=O. Cell line: OVCAR3. Synergy scores: CSS=5.84, Synergy_ZIP=1.62, Synergy_Bliss=9.19, Synergy_Loewe=-13.5, Synergy_HSA=0.0563.